From a dataset of Catalyst prediction with 721,799 reactions and 888 catalyst types from USPTO. Predict which catalyst facilitates the given reaction. (1) The catalyst class is: 64. Product: [Cl:1][C:2]1[CH:8]=[CH:7][C:5]([NH:6][C:12](=[O:13])[O:14][C:15]([CH3:18])([CH3:17])[CH3:16])=[CH:4][C:3]=1[N+:9]([O-:11])=[O:10]. Reactant: [Cl:1][C:2]1[CH:8]=[CH:7][C:5]([NH2:6])=[CH:4][C:3]=1[N+:9]([O-:11])=[O:10].[C:12](O[C:12]([O:14][C:15]([CH3:18])([CH3:17])[CH3:16])=[O:13])([O:14][C:15]([CH3:18])([CH3:17])[CH3:16])=[O:13]. (2) Reactant: [CH3:1][N:2]([S:31]([C:34]1[CH:39]=[CH:38][CH:37]=[CH:36][N:35]=1)(=[O:33])=[O:32])[C:3]1[CH:4]=[C:5]([O:24][CH2:25][C:26]([O:28]CC)=[O:27])[CH:6]=[C:7]2[C:11]=1[NH:10][C:9]([C:12]1[S:13][CH:14]([CH2:17][N:18]3[CH2:23][CH2:22][S:21][CH2:20][CH2:19]3)[CH2:15][N:16]=1)=[CH:8]2.[OH-].[Na+]. Product: [CH3:1][N:2]([S:31]([C:34]1[CH:39]=[CH:38][CH:37]=[CH:36][N:35]=1)(=[O:33])=[O:32])[C:3]1[CH:4]=[C:5]([O:24][CH2:25][C:26]([OH:28])=[O:27])[CH:6]=[C:7]2[C:11]=1[NH:10][C:9]([C:12]1[S:13][CH:14]([CH2:17][N:18]3[CH2:23][CH2:22][S:21][CH2:20][CH2:19]3)[CH2:15][N:16]=1)=[CH:8]2. The catalyst class is: 214. (3) The catalyst class is: 13. Product: [F:64][C:29]([F:28])([F:63])[C:30]([N:32]1[CH2:36][CH2:35][CH2:34][CH:33]1[C:37]1[C:51]([O:52][C:53]2[CH:58]=[CH:57][C:56]([S:59]([CH3:62])(=[O:61])=[O:60])=[CH:55][CH:54]=2)=[CH:50][C:40]2[N:41]=[C:7]([C:2]3[CH:3]=[N:4][CH:5]=[CH:6][N:1]=3)[NH:43][C:39]=2[CH:38]=1)=[O:31]. Reactant: [N:1]1[CH:6]=[CH:5][N:4]=[CH:3][C:2]=1[C:7](O)=O.Cl.CN(C)CCCN=C=NCC.N1C=CC=CC=1.[F:28][C:29]([F:64])([F:63])[C:30]([N:32]1[CH2:36][CH2:35][CH2:34][CH:33]1[C:37]1[C:51]([O:52][C:53]2[CH:58]=[CH:57][C:56]([S:59]([CH3:62])(=[O:61])=[O:60])=[CH:55][CH:54]=2)=[CH:50][C:40]2[N:41]=C(C3C=CC=CN=3)[NH:43][C:39]=2[CH:38]=1)=[O:31]. (4) Reactant: [Cl:1][C:2]1[CH:7]=[CH:6][C:5]([C:8]2[CH2:13][O:12][C:11](=[O:14])[N:10]([CH2:15][C:16]3[CH:17]=[C:18]4[C:22](=[CH:23][CH:24]=3)[NH:21][C:20](=[O:25])[CH:19]4SC)[N:9]=2)=[CH:4][CH:3]=1. Product: [Cl:1][C:2]1[CH:7]=[CH:6][C:5]([C:8]2[CH2:13][O:12][C:11](=[O:14])[N:10]([CH2:15][C:16]3[CH:17]=[C:18]4[C:22](=[CH:23][CH:24]=3)[NH:21][C:20](=[O:25])[CH2:19]4)[N:9]=2)=[CH:4][CH:3]=1. The catalyst class is: 183. (5) Reactant: [Cl:1][C:2]1[C:3]([F:41])=[C:4]([S:20]([N:23](CC2C=CC(OC)=CC=2OC)[C:24]2[CH:29]=[CH:28][N:27]=[CH:26][N:25]=2)(=[O:22])=[O:21])[CH:5]=[CH:6][C:7]=1[O:8][C@H:9]1[CH2:13][CH2:12][CH2:11][C@@H:10]1[C:14]1[N:18]([CH3:19])[N:17]=[CH:16][CH:15]=1.C([SiH](CC)CC)C.FC(F)(F)C(O)=O. The catalyst class is: 4. Product: [Cl:1][C:2]1[C:3]([F:41])=[C:4]([S:20]([NH:23][C:24]2[CH:29]=[CH:28][N:27]=[CH:26][N:25]=2)(=[O:21])=[O:22])[CH:5]=[CH:6][C:7]=1[O:8][C@H:9]1[CH2:13][CH2:12][CH2:11][C@@H:10]1[C:14]1[N:18]([CH3:19])[N:17]=[CH:16][CH:15]=1. (6) Reactant: [H-].[Na+].[CH3:3][C:4]1[CH:9]=[C:8]([CH3:10])[N:7]=[C:6]([N:11]2[CH2:16][CH2:15][N:14]([C:17]3[CH:22]=[CH:21][C:20]([NH:23][C:24](=[O:42])[C:25](=[O:41])[C:26]4[N:34]5[C:29]([CH2:30][CH2:31][CH2:32][CH2:33]5)=[CH:28][C:27]=4[C:35]4[CH:40]=[CH:39][CH:38]=[CH:37][CH:36]=4)=[CH:19][CH:18]=3)[CH2:13][CH2:12]2)[CH:5]=1.[CH3:43]I. Product: [CH3:3][C:4]1[CH:9]=[C:8]([CH3:10])[N:7]=[C:6]([N:11]2[CH2:12][CH2:13][N:14]([C:17]3[CH:18]=[CH:19][C:20]([N:23]([CH3:43])[C:24](=[O:42])[C:25](=[O:41])[C:26]4[N:34]5[C:29]([CH2:30][CH2:31][CH2:32][CH2:33]5)=[CH:28][C:27]=4[C:35]4[CH:40]=[CH:39][CH:38]=[CH:37][CH:36]=4)=[CH:21][CH:22]=3)[CH2:15][CH2:16]2)[CH:5]=1. The catalyst class is: 76. (7) Reactant: [Br:1][C:2]1[CH2:6][CH:5]([C:7]([O:9]CCCCC)=[O:8])[N:4]([C:15]2[C:20]([Cl:21])=[CH:19][CH:18]=[CH:17][N:16]=2)[N:3]=1.C(O)C.[OH-].[Na+]. Product: [Br:1][C:2]1[CH:6]=[C:5]([C:7]([OH:9])=[O:8])[N:4]([C:15]2[C:20]([Cl:21])=[CH:19][CH:18]=[CH:17][N:16]=2)[N:3]=1. The catalyst class is: 6. (8) Reactant: [CH2:1]1[C:9]2[C:4](=[CH:5][CH:6]=[CH:7][CH:8]=2)[CH2:3][CH:2]1[NH:10][C:11]1[N:12]=[CH:13][C:14]2[CH2:20][NH:19][CH2:18][CH2:17][C:15]=2[N:16]=1.[NH:21]1[C:25]([CH2:26][CH2:27][O:28][CH2:29][C:30](O)=[O:31])=[CH:24][N:23]=[N:22]1.ON1C2C=CC=CC=2N=N1.Cl.C(N=C=N)C.C(N(CC)CC)C. Product: [CH2:1]1[C:9]2[C:4](=[CH:5][CH:6]=[CH:7][CH:8]=2)[CH2:3][CH:2]1[NH:10][C:11]1[N:12]=[CH:13][C:14]2[CH2:20][N:19]([C:30](=[O:31])[CH2:29][O:28][CH2:27][CH2:26][C:25]3[N:21]=[N:22][NH:23][CH:24]=3)[CH2:18][CH2:17][C:15]=2[N:16]=1. The catalyst class is: 4. (9) Reactant: [F:1][C:2]1[CH:7]=[C:6]([I:8])[CH:5]=[CH:4][C:3]=1[NH:9][C:10]1[C:19]2[C:18](=[O:20])[NH:17][CH:16]=[N:15][C:14]=2[N:13]([CH3:21])[C:12](=[O:22])[CH:11]=1.C(=O)([O-])[O-].[K+].[K+].[C:29]([O:33][CH2:34][CH2:35][O:36]N)([CH3:32])([CH3:31])[CH3:30]. Product: [C:29]([O:33][CH2:34][CH2:35][O:36][N:17]1[C:18](=[O:20])[C:19]2[C:10]([NH:9][C:3]3[CH:4]=[CH:5][C:6]([I:8])=[CH:7][C:2]=3[F:1])=[CH:11][C:12](=[O:22])[N:13]([CH3:21])[C:14]=2[N:15]=[CH:16]1)([CH3:32])([CH3:31])[CH3:30]. The catalyst class is: 44.